Task: Binary Classification. Given a T-cell receptor sequence (or CDR3 region) and an epitope sequence, predict whether binding occurs between them.. Dataset: TCR-epitope binding with 47,182 pairs between 192 epitopes and 23,139 TCRs (1) The epitope is GLCTLVAML. The TCR CDR3 sequence is CASSQSPSGTQYF. Result: 1 (the TCR binds to the epitope). (2) The epitope is ILGLPTQTV. The TCR CDR3 sequence is CASRFSGGPYEQYF. Result: 0 (the TCR does not bind to the epitope).